From a dataset of Reaction yield outcomes from USPTO patents with 853,638 reactions. Predict the reaction yield, written as a fraction of the theoretical maximum amount of product (1.0 means a 100% yield; for example, 0.34 means a 34% yield). (1) The reactants are [NH2:1][C:2]1[CH:12]=[CH:11][C:5]([C:6]([O:8][CH2:9][CH3:10])=[O:7])=[CH:4][N:3]=1.[C:13](O[C:13]([O:15][C:16]([CH3:19])([CH3:18])[CH3:17])=[O:14])([O:15][C:16]([CH3:19])([CH3:18])[CH3:17])=[O:14]. The product is [C:16]([O:15][C:13]([N:1]([C:13]([O:15][C:16]([CH3:19])([CH3:18])[CH3:17])=[O:14])[C:2]1[CH:12]=[CH:11][C:5]([C:6]([O:8][CH2:9][CH3:10])=[O:7])=[CH:4][N:3]=1)=[O:14])([CH3:19])([CH3:18])[CH3:17]. The yield is 0.850. The catalyst is CC(O)(C)C.CC(C)=O.CN(C1C=CN=CC=1)C. (2) The reactants are [O-]OOO[O-].[K+].[K+].C(O[C:11](=[O:20])[C:12]1[C:17]([NH2:18])=[CH:16][N:15]=[C:14]([Cl:19])[CH:13]=1)C.[C:21]([C:23]1[CH:28]=[CH:27][N:26]=[CH:25][CH:24]=1)#[N:22].O. The catalyst is C1(C)C=CC=CC=1.C1COCC1.C(O)(=O)C. The product is [Cl:19][C:14]1[N:15]=[CH:16][C:17]2[N:18]=[C:21]([C:23]3[CH:28]=[CH:27][N:26]=[CH:25][CH:24]=3)[NH:22][C:11](=[O:20])[C:12]=2[CH:13]=1. The yield is 0.830. (3) The reactants are [C:1]([C:9]1([F:22])[CH2:14][CH2:13][N:12]([C:15]([O:17][C:18]([CH3:21])([CH3:20])[CH3:19])=[O:16])[CH2:11][CH2:10]1)(=[O:8])[C:2]1[CH:7]=[CH:6][CH:5]=[CH:4][CH:3]=1.[BH4-].[Na+]. The catalyst is O1CCCC1.CO. The product is [F:22][C:9]1([CH:1]([OH:8])[C:2]2[CH:3]=[CH:4][CH:5]=[CH:6][CH:7]=2)[CH2:10][CH2:11][N:12]([C:15]([O:17][C:18]([CH3:20])([CH3:19])[CH3:21])=[O:16])[CH2:13][CH2:14]1. The yield is 0.990. (4) The reactants are [C:1]([C:3]1[CH:8]=[CH:7][CH:6]=[CH:5][C:4]=1[C:9]1[CH:14]=[CH:13][C:12]([CH2:15][CH:16]([C:22](=O)[CH2:23][CH2:24][CH3:25])[C:17](OCC)=[O:18])=[CH:11][CH:10]=1)#[N:2].[CH:27]1([NH:31][C:32]2[NH:36][C:35]([CH3:37])=[N:34][N:33]=2)[CH2:30][CH2:29][CH2:28]1. No catalyst specified. The product is [CH:27]1([N:31]2[C:17](=[O:18])[C:16]([CH2:15][C:12]3[CH:13]=[CH:14][C:9]([C:4]4[C:3]([C:1]#[N:2])=[CH:8][CH:7]=[CH:6][CH:5]=4)=[CH:10][CH:11]=3)=[C:22]([CH2:23][CH2:24][CH3:25])[N:33]3[N:34]=[C:35]([CH3:37])[N:36]=[C:32]23)[CH2:28][CH2:29][CH2:30]1. The yield is 0.520. (5) The reactants are [CH3:1][C:2]1[CH:7]=[CH:6][C:5]([C:8]2[C:9]([CH:14]=O)=[CH:10][CH:11]=[CH:12][CH:13]=2)=[CH:4][CH:3]=1.Cl.O[NH2:18].C(OC(=O)C)(=O)C. The product is [C:14]([C:9]1[CH:10]=[CH:11][CH:12]=[CH:13][C:8]=1[C:5]1[CH:6]=[CH:7][C:2]([CH3:1])=[CH:3][CH:4]=1)#[N:18]. The yield is 0.790. The catalyst is N1C=CC=CC=1. (6) The reactants are [CH3:1][O:2][C:3](=[O:17])[CH2:4][NH:5][CH2:6][C:7](=[O:16])[C:8]1[CH:13]=[CH:12][CH:11]=[C:10]([NH2:14])[C:9]=1[OH:15].[CH3:18][O:19][C:20]1[C:21](=O)[C:22](=[O:26])[C:23]=1[O:24]C. No catalyst specified. The product is [OH:15][C:9]1[C:10]([NH:14][C:21]2[C:22](=[O:26])[C:23](=[O:24])[C:20]=2[O:19][CH3:18])=[CH:11][CH:12]=[CH:13][C:8]=1[C:7]([CH2:6][NH:5][CH2:4][C:3]([O:2][CH3:1])=[O:17])=[O:16]. The yield is 0.610. (7) The reactants are [NH2:1][CH:2]([CH:6]1[CH2:10][CH2:9][NH:8][CH2:7]1)[CH2:3][C:4]#[N:5].[NH2:11][N:12]1[C:21](=[O:22])[C:20]2[C:15](=[C:16]([O:25][CH3:26])[C:17](F)=[C:18]([F:23])[CH:19]=2)[N:14]([CH:27]2[CH2:29][CH2:28]2)[C:13]1=[O:30].CN(C)C(N(C)C)=N.Cl. The catalyst is CS(C)=O.ClCCl.O. The product is [NH2:1][CH:2]([CH:6]1[CH2:10][CH2:9][N:8]([C:17]2[C:16]([O:25][CH3:26])=[C:15]3[C:20]([C:21](=[O:22])[N:12]([NH2:11])[C:13](=[O:30])[N:14]3[CH:27]3[CH2:28][CH2:29]3)=[CH:19][C:18]=2[F:23])[CH2:7]1)[CH2:3][C:4]#[N:5]. The yield is 0.500. (8) The reactants are Br[C:2]1[CH:7]=[CH:6][C:5]([O:8][CH2:9][O:10][CH3:11])=[C:4]([O:12][CH3:13])[CH:3]=1.[Li]CCCC.[B:19](OC)([O:22]C)[O:20]C.C(OCC)(=O)C. The catalyst is C1COCC1.CCCCCC. The product is [CH3:13][O:12][C:4]1[CH:3]=[C:2]([B:19]([OH:22])[OH:20])[CH:7]=[CH:6][C:5]=1[O:8][CH2:9][O:10][CH3:11]. The yield is 0.770.